This data is from Catalyst prediction with 721,799 reactions and 888 catalyst types from USPTO. The task is: Predict which catalyst facilitates the given reaction. Reactant: [Cl-].O[NH3+:3].[C:4](=[O:7])([O-])[OH:5].[Na+].CS(C)=O.[F:13][C:14]1[CH:15]=[C:16]([C:44]2[C:45]([C:50]#[N:51])=[CH:46][CH:47]=[CH:48][CH:49]=2)[CH:17]=[CH:18][C:19]=1[CH2:20][N:21]1[C:26]([O:27][CH2:28][CH2:29][CH3:30])=[CH:25][C:24](=[O:31])[N:23]([CH2:32][C:33]([C:35]2[CH:40]=[CH:39][C:38]([O:41][CH3:42])=[CH:37][CH:36]=2)=[O:34])[C:22]1=[O:43]. Product: [F:13][C:14]1[CH:15]=[C:16]([C:44]2[CH:49]=[CH:48][CH:47]=[CH:46][C:45]=2[C:50]2[NH:3][C:4](=[O:7])[O:5][N:51]=2)[CH:17]=[CH:18][C:19]=1[CH2:20][N:21]1[C:26]([O:27][CH2:28][CH2:29][CH3:30])=[CH:25][C:24](=[O:31])[N:23]([CH2:32][C:33]([C:35]2[CH:40]=[CH:39][C:38]([O:41][CH3:42])=[CH:37][CH:36]=2)=[O:34])[C:22]1=[O:43]. The catalyst class is: 22.